From a dataset of Peptide-MHC class II binding affinity with 134,281 pairs from IEDB. Regression. Given a peptide amino acid sequence and an MHC pseudo amino acid sequence, predict their binding affinity value. This is MHC class II binding data. (1) The peptide sequence is SEFAYGSFVRTVSLP. The MHC is DRB3_0202 with pseudo-sequence DRB3_0202. The binding affinity (normalized) is 0.337. (2) The peptide sequence is AEEVEKIEKTEEPAP. The MHC is HLA-DQA10301-DQB10302 with pseudo-sequence HLA-DQA10301-DQB10302. The binding affinity (normalized) is 0.164. (3) The peptide sequence is DIHRLEPVKCDTLLC. The MHC is HLA-DQA10501-DQB10402 with pseudo-sequence HLA-DQA10501-DQB10402. The binding affinity (normalized) is 0.390. (4) The peptide sequence is AAFSRMLSLFFRQHI. The MHC is HLA-DPA10103-DPB10401 with pseudo-sequence HLA-DPA10103-DPB10401. The binding affinity (normalized) is 0.529.